Dataset: Catalyst prediction with 721,799 reactions and 888 catalyst types from USPTO. Task: Predict which catalyst facilitates the given reaction. (1) The catalyst class is: 1. Product: [Si:13]([O:20][C:21]1[CH:22]=[CH:23][CH:24]=[C:25]2[C:30]=1[N:29]=[C:28]([C:31]1[N:35]3[CH:36]=[CH:37][C:38]([CH2:40][N:43]4[C:44](=[O:51])[C:45]5[C:50](=[CH:49][CH:48]=[CH:47][CH:46]=5)[C:42]4=[O:52])=[CH:39][C:34]3=[N:33][N:32]=1)[CH:27]=[CH:26]2)([C:16]([CH3:17])([CH3:18])[CH3:19])([CH3:14])[CH3:15]. Reactant: CCOC(/N=N/C(OCC)=O)=O.[Si:13]([O:20][C:21]1[CH:22]=[CH:23][CH:24]=[C:25]2[C:30]=1[N:29]=[C:28]([C:31]1[N:35]3[CH:36]=[CH:37][C:38]([CH2:40]O)=[CH:39][C:34]3=[N:33][N:32]=1)[CH:27]=[CH:26]2)([C:16]([CH3:19])([CH3:18])[CH3:17])([CH3:15])[CH3:14].[C:42]1(=[O:52])[C:50]2[C:45](=[CH:46][CH:47]=[CH:48][CH:49]=2)[C:44](=[O:51])[NH:43]1.C1(P(C2C=CC=CC=2)C2C=CC=CC=2)C=CC=CC=1. (2) Reactant: [CH3:1][C:2]1[CH:7]=[CH:6][C:5]([S:8]([O:11][CH2:12][CH:13]2[CH2:17][C:16]3[CH:18]=[CH:19][CH:20]=[C:21](Br)[C:15]=3[O:14]2)(=[O:10])=[O:9])=[CH:4][CH:3]=1.[CH3:23][O:24][C:25]1[CH:30]=[CH:29][CH:28]=[CH:27][C:26]=1B(O)O.C(=O)([O-])[O-].[K+].[K+]. Product: [CH3:1][C:2]1[CH:7]=[CH:6][C:5]([S:8]([O:11][CH2:12][CH:13]2[CH2:17][C:16]3[CH:18]=[CH:19][CH:20]=[C:21]([C:26]4[CH:27]=[CH:28][CH:29]=[CH:30][C:25]=4[O:24][CH3:23])[C:15]=3[O:14]2)(=[O:10])=[O:9])=[CH:4][CH:3]=1. The catalyst class is: 608. (3) Reactant: [CH2:1]([O:3][C:4]([C:6]1[CH:11]=[C:10]([O:12][CH2:13][C:14]2[CH:19]=[CH:18][CH:17]=[CH:16][CH:15]=2)[CH:9]=[C:8]([CH2:20][OH:21])[N:7]=1)=[O:5])[CH3:2].[O:22]1[CH:27]=[CH:26][CH2:25][CH2:24][CH2:23]1.[NH+]1C=CC=CC=1.C1(C)C=CC(S(O)(=O)=O)=CC=1.C(=O)([O-])O.[Na+]. Product: [CH2:1]([O:3][C:4]([C:6]1[CH:11]=[C:10]([O:12][CH2:13][C:14]2[CH:19]=[CH:18][CH:17]=[CH:16][CH:15]=2)[CH:9]=[C:8]([CH2:20][O:21][CH:23]2[CH2:24][CH2:25][CH2:26][CH2:27][O:22]2)[N:7]=1)=[O:5])[CH3:2]. The catalyst class is: 22. (4) Reactant: F[C:2]1[CH:3]=[C:4]([CH3:11])[CH:5]=[CH:6][C:7]=1[N+:8]([O-:10])=[O:9].C(N(C(C)C)CC)(C)C.Cl.Cl.[CH3:23][O:24][C@H:25]1[CH2:30][CH2:29][C@H:28]([N:31]2[CH2:36][CH2:35][CH:34]([NH2:37])[CH2:33][CH2:32]2)[CH2:27][CH2:26]1. Product: [CH3:11][C:4]1[CH:5]=[CH:6][C:7]([N+:8]([O-:10])=[O:9])=[C:2]([NH:37][CH:34]2[CH2:33][CH2:32][N:31]([C@H:28]3[CH2:29][CH2:30][C@H:25]([O:24][CH3:23])[CH2:26][CH2:27]3)[CH2:36][CH2:35]2)[CH:3]=1. The catalyst class is: 42. (5) Product: [C:52]([O:51][C:49]([N:46]1[CH2:45][CH2:44][CH:43]([NH:42][C:26](=[O:27])[C:25]2[CH:29]=[CH:30][C:22]([NH:21][C:19]3[N:18]=[CH:17][C:8]4[N:9]([CH3:16])[C:10](=[O:15])[C:11]([F:13])([F:14])[CH2:12][N:6]([CH:1]5[CH2:5][CH2:4][CH2:3][CH2:2]5)[C:7]=4[N:20]=3)=[C:23]([O:31][CH3:32])[CH:24]=2)[CH2:48][CH2:47]1)=[O:50])([CH3:55])([CH3:54])[CH3:53]. Reactant: [CH:1]1([N:6]2[CH2:12][C:11]([F:14])([F:13])[C:10](=[O:15])[N:9]([CH3:16])[C:8]3[CH:17]=[N:18][C:19]([NH:21][C:22]4[CH:30]=[CH:29][C:25]([C:26](O)=[O:27])=[CH:24][C:23]=4[O:31][CH3:32])=[N:20][C:7]2=3)[CH2:5][CH2:4][CH2:3][CH2:2]1.C(N(C(C)C)C(C)C)C.[NH2:42][CH:43]1[CH2:48][CH2:47][N:46]([C:49]([O:51][C:52]([CH3:55])([CH3:54])[CH3:53])=[O:50])[CH2:45][CH2:44]1. The catalyst class is: 9. (6) Reactant: [H-].[Na+].[Cl:3][C:4]1[N:9]=[CH:8][C:7]([CH2:10][C:11]([O:13][CH2:14][CH3:15])=[O:12])=[CH:6][CH:5]=1.CN(C)C=O.Br[CH2:22][CH2:23]Cl.Cl. Product: [Cl:3][C:4]1[N:9]=[CH:8][C:7]([C:10]2([C:11]([O:13][CH2:14][CH3:15])=[O:12])[CH2:23][CH2:22]2)=[CH:6][CH:5]=1. The catalyst class is: 25.